This data is from NCI-60 drug combinations with 297,098 pairs across 59 cell lines. The task is: Regression. Given two drug SMILES strings and cell line genomic features, predict the synergy score measuring deviation from expected non-interaction effect. Drug 1: C1CCN(CC1)CCOC2=CC=C(C=C2)C(=O)C3=C(SC4=C3C=CC(=C4)O)C5=CC=C(C=C5)O. Drug 2: COC1=NC(=NC2=C1N=CN2C3C(C(C(O3)CO)O)O)N. Cell line: NCIH23. Synergy scores: CSS=-2.58, Synergy_ZIP=2.94, Synergy_Bliss=-1.46, Synergy_Loewe=-6.79, Synergy_HSA=-7.01.